This data is from Full USPTO retrosynthesis dataset with 1.9M reactions from patents (1976-2016). The task is: Predict the reactants needed to synthesize the given product. (1) Given the product [CH2:1]([O:3][C:4]1[CH:12]=[C:11]2[C:7]([CH:8]=[N:9][NH:10]2)=[CH:6][C:5]=1[NH:13][C:14]1[C:15]2[C:22]3[CH2:23][CH2:24][CH:25]([C:27]([N:30]4[CH2:35][CH2:34][O:33][CH2:32][CH2:31]4)=[O:29])[CH2:26][C:21]=3[S:20][C:16]=2[N:17]=[CH:18][N:19]=1)[CH3:2], predict the reactants needed to synthesize it. The reactants are: [CH2:1]([O:3][C:4]1[CH:12]=[C:11]2[C:7]([CH:8]=[N:9][NH:10]2)=[CH:6][C:5]=1[NH:13][C:14]1[C:15]2[C:22]3[CH2:23][CH2:24][CH:25]([C:27]([OH:29])=O)[CH2:26][C:21]=3[S:20][C:16]=2[N:17]=[CH:18][N:19]=1)[CH3:2].[NH:30]1[CH2:35][CH2:34][O:33][CH2:32][CH2:31]1. (2) The reactants are: [C:1]([O:5][C:6](=[O:33])[C@@H:7]([N:15]1[CH:20]=[CH:19][CH:18]=[C:17]([NH:21]C(OCC2C=CC=CC=2)=O)[C:16]1=[O:32])[CH2:8][C:9]1[CH:14]=[CH:13][CH:12]=[CH:11][CH:10]=1)([CH3:4])([CH3:3])[CH3:2]. Given the product [C:1]([O:5][C:6](=[O:33])[C@@H:7]([N:15]1[CH:20]=[CH:19][CH:18]=[C:17]([NH2:21])[C:16]1=[O:32])[CH2:8][C:9]1[CH:14]=[CH:13][CH:12]=[CH:11][CH:10]=1)([CH3:4])([CH3:2])[CH3:3], predict the reactants needed to synthesize it. (3) Given the product [F:33][C:25]([F:34])([C:26]([F:31])([F:32])[C:27]([F:28])([F:29])[F:30])[C:23]([C:2]1[CH:15]=[CH:14][C:5]([NH:6][C:7](=[O:13])[O:8][C:9]([CH3:12])([CH3:11])[CH3:10])=[C:4]([CH3:16])[CH:3]=1)([OH:24])[CH3:22], predict the reactants needed to synthesize it. The reactants are: I[C:2]1[CH:15]=[CH:14][C:5]([NH:6][C:7](=[O:13])[O:8][C:9]([CH3:12])([CH3:11])[CH3:10])=[C:4]([CH3:16])[CH:3]=1.C([Li])CCC.[CH3:22][C:23]([C:25]([F:34])([F:33])[C:26]([F:32])([F:31])[C:27]([F:30])([F:29])[F:28])=[O:24].[Cl-].[NH4+]. (4) Given the product [Br:1][C:2]1[CH:3]=[CH:4][C:5]([F:19])=[C:6]([C@:8]2([CH:16]([F:17])[F:18])[C@@H:14]3[C@@H:12]([CH2:13]3)[O:11][C:10]([NH:15][C:25](=[O:26])[O:27][C:28]([CH3:31])([CH3:30])[CH3:29])=[N:9]2)[CH:7]=1, predict the reactants needed to synthesize it. The reactants are: [Br:1][C:2]1[CH:3]=[CH:4][C:5]([F:19])=[C:6]([C@:8]2([CH:16]([F:18])[F:17])[C@@H:14]3[C@@H:12]([CH2:13]3)[O:11][C:10]([NH2:15])=[N:9]2)[CH:7]=1.C([O-])(O)=O.[Na+].[C:25](O[C:25]([O:27][C:28]([CH3:31])([CH3:30])[CH3:29])=[O:26])([O:27][C:28]([CH3:31])([CH3:30])[CH3:29])=[O:26].BrC1C=CC(F)=C(C2CC(CCl)ON=2)C=1. (5) Given the product [ClH:19].[NH:8]1[CH2:13][CH2:12][CH2:11][CH2:10][CH:9]1[CH2:14][CH2:15][C:16]([OH:18])=[O:17], predict the reactants needed to synthesize it. The reactants are: C(OC([N:8]1[CH2:13][CH2:12][CH2:11][CH2:10][CH:9]1[CH2:14][CH2:15][C:16]([OH:18])=[O:17])=O)(C)(C)C.[ClH:19]. (6) Given the product [CH3:14][N:11]1[CH2:12][CH2:13][C:4]2([O:3][CH:2]([CH3:1])[CH:6]3[CH:5]2[NH:7]3)[CH2:9][CH2:10]1, predict the reactants needed to synthesize it. The reactants are: [CH3:1][CH:2]1[C:6](=[N:7]O)[CH2:5][C:4]2([CH2:13][CH2:12][N:11]([CH3:14])[CH2:10][CH2:9]2)[O:3]1.COCCO[AlH2-]OCCOC.[Na+]. (7) The reactants are: C[O:2][C:3]([C:5]1[CH:25]=[CH:24][C:8]([O:9][CH2:10][CH:11]2[O:16][CH2:15][CH2:14][N:13]([C:17]([O:19][C:20]([CH3:23])([CH3:22])[CH3:21])=[O:18])[CH2:12]2)=[CH:7][CH:6]=1)=[O:4].[OH-].[Na+].Cl. Given the product [CH3:22][C:20]([CH3:23])([O:19][C:17]([N:13]1[CH2:14][CH2:15][O:16][CH:11]([CH2:10][O:9][C:8]2[CH:7]=[CH:6][C:5]([C:3]([OH:4])=[O:2])=[CH:25][CH:24]=2)[CH2:12]1)=[O:18])[CH3:21], predict the reactants needed to synthesize it.